This data is from Catalyst prediction with 721,799 reactions and 888 catalyst types from USPTO. The task is: Predict which catalyst facilitates the given reaction. (1) Reactant: C(=O)([O-])[O-].[K+].[K+].[C:7]1([C:13]2[CH:20]=[CH:19][C:16]([CH2:17]Cl)=[CH:15][CH:14]=2)[CH:12]=[CH:11][CH:10]=[CH:9][CH:8]=1.[OH:21][C:22]1[CH:27]=[CH:26][C:25]([CH2:28][C:29]([O:31]CC)=[O:30])=[CH:24][CH:23]=1.O. Product: [C:13]1([C:7]2[CH:12]=[CH:11][CH:10]=[CH:9][CH:8]=2)[CH:20]=[CH:19][C:16]([CH2:17][O:21][C:22]2[CH:23]=[CH:24][C:25]([CH2:28][C:29]([OH:31])=[O:30])=[CH:26][CH:27]=2)=[CH:15][CH:14]=1. The catalyst class is: 39. (2) Reactant: [CH:1]1([C:7]([NH:9][C:10]2[CH:11]=[C:12]([CH:16]([OH:27])[CH2:17][CH2:18][NH:19][C:20](=[O:26])[O:21][C:22]([CH3:25])([CH3:24])[CH3:23])[CH:13]=[CH:14][CH:15]=2)=[O:8])[CH2:6][CH2:5][CH2:4][CH2:3][CH2:2]1.C1C=C[NH+]=CC=1.[O-][Cr](Cl)(=O)=O. Product: [CH:1]1([C:7]([NH:9][C:10]2[CH:11]=[C:12]([C:16](=[O:27])[CH2:17][CH2:18][NH:19][C:20](=[O:26])[O:21][C:22]([CH3:23])([CH3:24])[CH3:25])[CH:13]=[CH:14][CH:15]=2)=[O:8])[CH2:2][CH2:3][CH2:4][CH2:5][CH2:6]1. The catalyst class is: 697.